This data is from Catalyst prediction with 721,799 reactions and 888 catalyst types from USPTO. The task is: Predict which catalyst facilitates the given reaction. Reactant: [NH2:1][C:2]1[CH:15]=[C:14]([C:16]([F:19])([F:18])[F:17])[CH:13]=[CH:12][C:3]=1[C:4]([NH:6][C:7]([CH3:11])([C:9]#[CH:10])[CH3:8])=[O:5].Cl[CH2:21]CCl.C=O.C(O[BH-](OC(=O)C)OC(=O)C)(=O)C.[Na+]. Product: [CH3:21][NH:1][C:2]1[CH:15]=[C:14]([C:16]([F:17])([F:18])[F:19])[CH:13]=[CH:12][C:3]=1[C:4]([NH:6][C:7]([CH3:11])([C:9]#[CH:10])[CH3:8])=[O:5]. The catalyst class is: 322.